This data is from Forward reaction prediction with 1.9M reactions from USPTO patents (1976-2016). The task is: Predict the product of the given reaction. Given the reactants [CH2:1]([O:3][C:4]([C:6]1[NH:14][C:13]2[C:12]([F:15])=[CH:11][N:10]=[CH:9][C:8]=2[C:7]=1[NH2:16])=[O:5])[CH3:2].[F:17][C:18]1[CH:23]=[C:22]([Si:24]([CH3:27])([CH3:26])[CH3:25])[CH:21]=[CH:20][C:19]=1OS(C(F)(F)F)(=O)=O.CC1(C)C2C(=C(P(C3C=CC=CC=3)C3C=CC=CC=3)C=CC=2)OC2C(P(C3C=CC=CC=3)C3C=CC=CC=3)=CC=CC1=2.C(=O)([O-])[O-].[Cs+].[Cs+], predict the reaction product. The product is: [CH2:1]([O:3][C:4]([C:6]1[NH:14][C:13]2[C:12]([F:15])=[CH:11][N:10]=[CH:9][C:8]=2[C:7]=1[NH:16][C:19]1[CH:20]=[CH:21][C:22]([Si:24]([CH3:26])([CH3:25])[CH3:27])=[CH:23][C:18]=1[F:17])=[O:5])[CH3:2].